This data is from Forward reaction prediction with 1.9M reactions from USPTO patents (1976-2016). The task is: Predict the product of the given reaction. (1) Given the reactants [F:1][CH:2]([F:37])[C:3]1[N:7]([C:8]2[N:13]=[C:12]([N:14]3[CH2:19][CH2:18][O:17][CH2:16][CH2:15]3)[N:11]=[C:10]([N:20]3[CH2:25][CH2:24][N:23]([S:26]([CH:29]=[CH2:30])(=[O:28])=[O:27])[CH2:22][CH2:21]3)[N:9]=2)[C:6]2[CH:31]=[CH:32][CH:33]=[C:34]([O:35][CH3:36])[C:5]=2[N:4]=1.[NH:38]1[CH:42]=[CH:41][N:40]=[CH:39]1, predict the reaction product. The product is: [F:37][CH:2]([F:1])[C:3]1[N:7]([C:8]2[N:9]=[C:10]([N:20]3[CH2:21][CH2:22][N:23]([S:26]([CH2:29][CH2:30][N:38]4[CH:42]=[CH:41][N:40]=[CH:39]4)(=[O:28])=[O:27])[CH2:24][CH2:25]3)[N:11]=[C:12]([N:14]3[CH2:15][CH2:16][O:17][CH2:18][CH2:19]3)[N:13]=2)[C:6]2[CH:31]=[CH:32][CH:33]=[C:34]([O:35][CH3:36])[C:5]=2[N:4]=1. (2) The product is: [CH2:1]([O:3][C:4](=[O:33])[CH2:5][C:6]1[CH:7]=[C:8]([C:14]2[CH:19]=[CH:18][C:17]([C:20]3[CH:21]=[N:22][C:23]([O:26][CH2:27][CH3:28])=[CH:24][CH:25]=3)=[CH:16][C:15]=2[CH2:29][N:30]([C:41](=[O:42])[CH2:40][O:39][C:38]2[CH:44]=[CH:45][C:35]([Cl:34])=[CH:36][CH:37]=2)[CH2:31][CH3:32])[C:9]([O:12][CH3:13])=[CH:10][CH:11]=1)[CH3:2]. Given the reactants [CH2:1]([O:3][C:4](=[O:33])[CH2:5][C:6]1[CH:7]=[C:8]([C:14]2[CH:19]=[CH:18][C:17]([C:20]3[CH:21]=[N:22][C:23]([O:26][CH2:27][CH3:28])=[CH:24][CH:25]=3)=[CH:16][C:15]=2[CH2:29][NH:30][CH2:31][CH3:32])[C:9]([O:12][CH3:13])=[CH:10][CH:11]=1)[CH3:2].[Cl:34][C:35]1[CH:45]=[CH:44][C:38]([O:39][CH2:40][C:41](Cl)=[O:42])=[CH:37][CH:36]=1, predict the reaction product. (3) Given the reactants C([O:4][CH2:5][C:6]([CH3:53])([CH3:52])[CH2:7][N:8]1[C:14]2[CH:15]=[CH:16][C:17]([Cl:19])=[CH:18][C:13]=2[C@@H:12]([C:20]2[CH:25]=[CH:24][CH:23]=[C:22]([O:26][CH3:27])[C:21]=2[O:28][CH3:29])[O:11][C@H:10]([CH2:30][C:31]([NH:33][C:34]2[CH:35]=[C:36]([CH2:44][CH2:45][C:46]([O:48]CC)=[O:47])[CH:37]=[CH:38][C:39]=2[O:40][CH:41]([CH3:43])[CH3:42])=[O:32])[C:9]1=[O:51])(=O)C.[OH-].[Na+].C(O)C, predict the reaction product. The product is: [Cl:19][C:17]1[CH:16]=[CH:15][C:14]2[N:8]([CH2:7][C:6]([CH3:52])([CH3:53])[CH2:5][OH:4])[C:9](=[O:51])[C@@H:10]([CH2:30][C:31]([NH:33][C:34]3[CH:35]=[C:36]([CH2:44][CH2:45][C:46]([OH:48])=[O:47])[CH:37]=[CH:38][C:39]=3[O:40][CH:41]([CH3:42])[CH3:43])=[O:32])[O:11][C@H:12]([C:20]3[CH:25]=[CH:24][CH:23]=[C:22]([O:26][CH3:27])[C:21]=3[O:28][CH3:29])[C:13]=2[CH:18]=1. (4) Given the reactants [H-].[Al+3].[Li+].[H-].[H-].[H-].[S:7]1[C:12]2[CH:13]=[CH:14][CH:15]=[CH:16][C:11]=2[NH:10][C:9](=O)[CH2:8]1.O.[OH-].[Na+], predict the reaction product. The product is: [S:7]1[C:12]2[CH:13]=[CH:14][CH:15]=[CH:16][C:11]=2[NH:10][CH2:9][CH2:8]1. (5) Given the reactants [C:1](Cl)([C:18]1[CH:23]=[CH:22][CH:21]=[CH:20][CH:19]=1)([C:10]1[CH:17]=[CH:16][C:13]([O:14][CH3:15])=[CH:12][CH:11]=1)[C:2]1[CH:9]=[CH:8][C:5]([O:6][CH3:7])=[CH:4][CH:3]=1.[C:25]([NH:28][C:29]1[CH:34]=[CH:33][N:32]([CH2:35][C@@H:36]([C@H:39]([OH:41])[CH3:40])[CH2:37][OH:38])[C:31](=[O:42])[N:30]=1)(=[O:27])[CH3:26], predict the reaction product. The product is: [CH3:7][O:6][C:5]1[CH:8]=[CH:9][C:2]([C:1]([C:10]2[CH:17]=[CH:16][C:13]([O:14][CH3:15])=[CH:12][CH:11]=2)([C:18]2[CH:23]=[CH:22][CH:21]=[CH:20][CH:19]=2)[O:38][CH2:37][C@@H:36]([CH2:35][N:32]2[CH:33]=[CH:34][C:29]([NH:28][C:25](=[O:27])[CH3:26])=[N:30][C:31]2=[O:42])[C@H:39]([OH:41])[CH3:40])=[CH:3][CH:4]=1. (6) Given the reactants [CH3:1][C:2]1[C:6]2[CH:7]=[CH:8][CH:9]=[CH:10][C:5]=2[S:4][CH:3]=1.C([Li])CCC.[CH2:16]([N:19]1[CH2:24][CH2:23][C:22](=[O:25])[CH2:21][CH2:20]1)[CH:17]=[CH2:18], predict the reaction product. The product is: [OH:25][C:22]1([C:3]2[S:4][C:5]3[CH:10]=[CH:9][CH:8]=[CH:7][C:6]=3[C:2]=2[CH3:1])[CH2:23][CH2:24][N:19]([CH2:16][CH:17]=[CH2:18])[CH2:20][CH2:21]1. (7) Given the reactants [CH2:1]([O:8][C:9]([N:11]1[CH2:15][C@H:14]([O:16][CH3:17])[CH2:13][C@@H:12]1[CH2:18][C:19]#N)=[O:10])[C:2]1[CH:7]=[CH:6][CH:5]=[CH:4][CH:3]=1.Br[CH2:22][C:23]([O:25][CH2:26][CH3:27])=[O:24].[OH2:28], predict the reaction product. The product is: [CH2:1]([O:8][C:9]([N:11]1[CH2:15][C@H:14]([O:16][CH3:17])[CH2:13][C@H:12]1[CH2:18][C:19](=[O:28])[CH2:22][C:23]([O:25][CH2:26][CH3:27])=[O:24])=[O:10])[C:2]1[CH:7]=[CH:6][CH:5]=[CH:4][CH:3]=1.